From a dataset of Tyrosyl-DNA phosphodiesterase HTS with 341,365 compounds. Binary Classification. Given a drug SMILES string, predict its activity (active/inactive) in a high-throughput screening assay against a specified biological target. (1) The compound is o1c2c(cc(C(=O)C[n+]3cc(cc(c3)C)C)c1=O)cccc2. The result is 0 (inactive). (2) The drug is FC(F)(F)c1ccc(C2=NOC(C2)C(=O)NCCCCc2ccccc2)cc1. The result is 0 (inactive).